Dataset: Forward reaction prediction with 1.9M reactions from USPTO patents (1976-2016). Task: Predict the product of the given reaction. (1) Given the reactants Cl[C:2]1[CH:7]=[C:6]([C:8]2[N:12]=[C:11]([CH:13]3[CH2:18][CH:17]([C:19]4[CH:24]=[CH:23][C:22]([O:25][C:26]([F:29])([F:28])[F:27])=[CH:21][CH:20]=4)[CH2:16][N:15]([C:30]([N:32]4[CH2:37][CH2:36][O:35][CH2:34][CH2:33]4)=[O:31])[CH2:14]3)[O:10][N:9]=2)[CH:5]=[CH:4][N:3]=1, predict the reaction product. The product is: [CH3:36][O:35][CH2:34][CH2:33][NH:32][C:2]1[CH:7]=[C:6]([C:8]2[N:12]=[C:11]([CH:13]3[CH2:18][CH:17]([C:19]4[CH:20]=[CH:21][C:22]([O:25][C:26]([F:27])([F:28])[F:29])=[CH:23][CH:24]=4)[CH2:16][N:15]([C:30]([N:32]4[CH2:33][CH2:34][O:35][CH2:36][CH2:37]4)=[O:31])[CH2:14]3)[O:10][N:9]=2)[CH:5]=[CH:4][N:3]=1. (2) Given the reactants [Br:1][C:2]1[CH:3]=[CH:4][C:5]([O:9][CH3:10])=[C:6]([OH:8])[CH:7]=1.N1C=CN=C1.[Si:16](Cl)([C:19]([CH3:22])([CH3:21])[CH3:20])([CH3:18])[CH3:17], predict the reaction product. The product is: [Br:1][C:2]1[CH:3]=[CH:4][C:5]([O:9][CH3:10])=[C:6]([CH:7]=1)[O:8][Si:16]([C:19]([CH3:22])([CH3:21])[CH3:20])([CH3:18])[CH3:17].